This data is from M1 muscarinic receptor agonist screen with 61,833 compounds. The task is: Binary Classification. Given a drug SMILES string, predict its activity (active/inactive) in a high-throughput screening assay against a specified biological target. (1) The drug is OC1=C(C(N(C1=O)c1cc(OC)ccc1)c1cc(OC)c(OC)cc1)C(=O)C. The result is 0 (inactive). (2) The compound is S(=O)(=O)(NC(CCC(O)=O)C(O)=O)c1ccc(cc1)c1ccccc1. The result is 0 (inactive). (3) The drug is S(c1n(c2c(OC)cccc2)c(nn1)c1cccnc1)CCC(OCC)=O. The result is 0 (inactive). (4) The molecule is Brc1ccc(CC(CC(O)=O)C(O)=O)cc1. The result is 0 (inactive). (5) The drug is s1c2n(cc(n2)CNC(=O)c2sccc2)cc1. The result is 0 (inactive). (6) The molecule is S(C(CC1Cc2onc(c2C(=N\O)/C1)CCC)C)CC. The result is 0 (inactive). (7) The molecule is Fc1ccc(NC(=O)c2c3c(CN(C3=O)Cc3ncccc3)ccc2)cc1. The result is 0 (inactive).